This data is from Full USPTO retrosynthesis dataset with 1.9M reactions from patents (1976-2016). The task is: Predict the reactants needed to synthesize the given product. (1) The reactants are: Cl.[N:2]1[CH:7]=[CH:6][CH:5]=[CH:4][C:3]=1[C:8](Cl)=[O:9].[Br:11][C:12]1[C:13]([F:22])=[C:14]2[C:20]([NH2:21])=[CH:19][NH:18][C:15]2=[N:16][CH:17]=1.[Li+].[OH-]. Given the product [Br:11][C:12]1[C:13]([F:22])=[C:14]2[C:20]([NH:21][C:8](=[O:9])[C:3]3[CH:4]=[CH:5][CH:6]=[CH:7][N:2]=3)=[CH:19][NH:18][C:15]2=[N:16][CH:17]=1, predict the reactants needed to synthesize it. (2) Given the product [CH3:1][C:2]1[N:6]2[C:7]3[C:12]([CH:13]=[CH:14][C:5]2=[C:4]([C:18]([O:20][CH2:21][CH3:22])=[O:19])[N:3]=1)=[C:11]([CH2:15][CH:16]=[O:24])[CH:10]=[CH:9][CH:8]=3, predict the reactants needed to synthesize it. The reactants are: [CH3:1][C:2]1[N:6]2[C:7]3[C:12]([CH:13]=[CH:14][C:5]2=[C:4]([C:18]([O:20][CH2:21][CH3:22])=[O:19])[N:3]=1)=[C:11]([CH2:15][CH:16]=C)[CH:10]=[CH:9][CH:8]=3.I([O-])(=O)(=O)=[O:24].[Na+].